Dataset: Reaction yield outcomes from USPTO patents with 853,638 reactions. Task: Predict the reaction yield, written as a fraction of the theoretical maximum amount of product (1.0 means a 100% yield; for example, 0.34 means a 34% yield). (1) The reactants are FC(F)(F)C(O)=O.[O:8]1[C:12]2[CH:13]=[CH:14][CH:15]=[CH:16][C:11]=2[C:10]([NH:17][C:18]([N:20]2[CH2:25][CH2:24][NH:23][CH2:22][CH2:21]2)=[O:19])=[N:9]1.C(N(CC)CC)C.Cl[C:34]([O:36][CH:37]([CH3:39])[CH3:38])=[O:35].O. The catalyst is O1CCCC1. The product is [O:8]1[C:12]2[CH:13]=[CH:14][CH:15]=[CH:16][C:11]=2[C:10]([NH:17][C:18]([N:20]2[CH2:25][CH2:24][N:23]([C:34]([O:36][CH:37]([CH3:39])[CH3:38])=[O:35])[CH2:22][CH2:21]2)=[O:19])=[N:9]1. The yield is 0.489. (2) The reactants are Br[C:2]1([CH:9]=[CH:8][CH:7]=[CH:6][CH2:5]1)[CH:3]=[O:4].C(=O)([O-])[O-].[Na+].[Na+].[C:16]1(B(O)O)[C:25]2[C:20](=[CH:21][CH:22]=[CH:23][CH:24]=2)[CH:19]=[CH:18][CH:17]=1. The catalyst is CN(C)C=O.O.C([O-])(=O)C.[Pd+2].C([O-])(=O)C. The product is [C:24]1([C:5]2[CH:6]=[CH:7][CH:8]=[CH:9][C:2]=2[CH:3]=[O:4])[C:25]2[C:20](=[CH:19][CH:18]=[CH:17][CH:16]=2)[CH:21]=[CH:22][CH:23]=1. The yield is 0.870. (3) The reactants are C[O:2][C:3]1[CH:12]=[C:11]2[C:6]([CH:7]=[CH:8][C:9]([N:13]3[C:17]([CH3:18])=[CH:16][C:15]([O:19][CH2:20][CH2:21][N:22]4[CH2:27][CH2:26][O:25][CH2:24][CH2:23]4)=[N:14]3)=[CH:10]2)=[CH:5][CH:4]=1. The catalyst is Cl. The product is [OH:2][C:3]1[CH:12]=[C:11]2[C:6]([CH:7]=[CH:8][C:9]([N:13]3[C:17]([CH3:18])=[CH:16][C:15]([O:19][CH2:20][CH2:21][N:22]4[CH2:23][CH2:24][O:25][CH2:26][CH2:27]4)=[N:14]3)=[CH:10]2)=[CH:5][CH:4]=1. The yield is 0.950. (4) The reactants are Cl[C:2]1[CH:3]=[C:4]([CH:18]=[C:19]([N:21]2[CH2:26][CH2:25][CH2:24][CH2:23][CH2:22]2)[N:20]=1)[C:5]([NH:7][CH2:8][C:9]1[C:10](=[O:17])[NH:11][C:12]([CH3:16])=[CH:13][C:14]=1[CH3:15])=[O:6].B(O)O.[C:30]([O-:33])([O-])=O.[Na+].[Na+].O1[CH2:41][CH2:40]OCC1.O. The catalyst is C1C=CC([P]([Pd]([P](C2C=CC=CC=2)(C2C=CC=CC=2)C2C=CC=CC=2)([P](C2C=CC=CC=2)(C2C=CC=CC=2)C2C=CC=CC=2)[P](C2C=CC=CC=2)(C2C=CC=CC=2)C2C=CC=CC=2)(C2C=CC=CC=2)C2C=CC=CC=2)=CC=1. The product is [CH3:15][C:14]1[CH:13]=[C:12]([CH3:16])[NH:11][C:10](=[O:17])[C:9]=1[CH2:8][NH:7][C:5](=[O:6])[C:4]1[CH:18]=[C:19]([N:21]2[CH2:26][CH2:25][CH2:24][CH2:23][CH2:22]2)[N:20]=[C:2]([C:41]2[CH:40]=[CH:5][C:4]([CH:30]=[O:33])=[CH:3][CH:2]=2)[CH:3]=1. The yield is 0.710.